Dataset: Reaction yield outcomes from USPTO patents with 853,638 reactions. Task: Predict the reaction yield, written as a fraction of the theoretical maximum amount of product (1.0 means a 100% yield; for example, 0.34 means a 34% yield). (1) The reactants are [CH3:1][S-:2].[Na+].CS(O[CH2:9][C:10]1([C:13]([O:15][CH2:16][CH3:17])=[O:14])[CH2:12][CH2:11]1)(=O)=O. The catalyst is CN(C)C=O.O. The product is [CH3:1][S:2][CH2:9][C:10]1([C:13]([O:15][CH2:16][CH3:17])=[O:14])[CH2:11][CH2:12]1. The yield is 1.00. (2) The reactants are Br[C:2]1[C:6]2[N:7]=[C:8]([Cl:11])[N:9]=[CH:10][C:5]=2[N:4]([C:12]([C:25]2[CH:30]=[CH:29][CH:28]=[CH:27][CH:26]=2)([C:19]2[CH:24]=[CH:23][CH:22]=[CH:21][CH:20]=2)[C:13]2[CH:18]=[CH:17][CH:16]=[CH:15][CH:14]=2)[CH:3]=1.[Li]CCCC.CCCCCC.[Si:42]([O:49][CH:50]1[CH2:55][CH2:54][C:53](=[O:56])[CH2:52][CH2:51]1)([C:45]([CH3:48])([CH3:47])[CH3:46])([CH3:44])[CH3:43]. The catalyst is C1COCC1. The product is [Si:42]([O:49][CH:50]1[CH2:55][CH2:54][C:53]([C:2]2[C:6]3[N:7]=[C:8]([Cl:11])[N:9]=[CH:10][C:5]=3[N:4]([C:12]([C:19]3[CH:24]=[CH:23][CH:22]=[CH:21][CH:20]=3)([C:13]3[CH:18]=[CH:17][CH:16]=[CH:15][CH:14]=3)[C:25]3[CH:30]=[CH:29][CH:28]=[CH:27][CH:26]=3)[CH:3]=2)([OH:56])[CH2:52][CH2:51]1)([C:45]([CH3:48])([CH3:47])[CH3:46])([CH3:44])[CH3:43]. The yield is 0.760. (3) The reactants are [C:1]([O:5][C:6]([N:8]1[C:12]2=[N:13][CH:14]=[C:15]([O:17][CH2:18][C:19]3[CH:24]=[CH:23][CH:22]=[CH:21][CH:20]=3)[CH:16]=[C:11]2[CH:10]=[C:9]1[C:25](O)=[O:26])=[O:7])([CH3:4])([CH3:3])[CH3:2].F[B-](F)(F)F.N1(OC(N(C)C)=[N+](C)C)C2C=CC=CC=2N=N1.Cl.[F:51][C:52]1([F:58])[CH2:57][CH2:56][NH:55][CH2:54][CH2:53]1.C(N(CC)C(C)C)(C)C.C(=O)(O)[O-].[Na+]. The catalyst is CN(C=O)C. The product is [C:1]([O:5][C:6]([N:8]1[C:12]2=[N:13][CH:14]=[C:15]([O:17][CH2:18][C:19]3[CH:20]=[CH:21][CH:22]=[CH:23][CH:24]=3)[CH:16]=[C:11]2[CH:10]=[C:9]1[C:25]([N:55]1[CH2:56][CH2:57][C:52]([F:58])([F:51])[CH2:53][CH2:54]1)=[O:26])=[O:7])([CH3:3])([CH3:4])[CH3:2]. The yield is 0.950. (4) The reactants are [CH2:1]([O:4][C@H:5]1[CH2:10][CH2:9][C@H:8]([N:11]2[CH2:16][CH2:15][CH:14]([NH:17]C(=O)OC(C)(C)C)[CH2:13][CH2:12]2)[CH2:7][CH2:6]1)[CH2:2][CH3:3].Cl.C(OCC)C.C(OCC)(=O)C.C([O-])([O-])=O.[Na+].[Na+]. The catalyst is ClCCl. The product is [CH2:1]([O:4][C@H:5]1[CH2:6][CH2:7][C@H:8]([N:11]2[CH2:12][CH2:13][CH:14]([NH2:17])[CH2:15][CH2:16]2)[CH2:9][CH2:10]1)[CH2:2][CH3:3]. The yield is 0.750.